Predict the reactants needed to synthesize the given product. From a dataset of Full USPTO retrosynthesis dataset with 1.9M reactions from patents (1976-2016). (1) The reactants are: [Br:1][C:2]1[CH:3]=[C:4]([CH:7]=O)[S:5][CH:6]=1.[NH:9]1[CH2:14][CH2:13][O:12][CH2:11][CH2:10]1.[BH-](OC(C)=O)(OC(C)=O)OC(C)=O.[Na+].C(OCC)(=O)C. Given the product [Br:1][C:2]1[CH:3]=[C:4]([CH2:7][N:9]2[CH2:14][CH2:13][O:12][CH2:11][CH2:10]2)[S:5][CH:6]=1, predict the reactants needed to synthesize it. (2) Given the product [NH2:8][CH2:9][C:10]1[CH:15]=[C:14]([NH:16][C:17]([C:19]2[C:28](=[O:29])[C:27]3[C:22](=[CH:23][CH:24]=[CH:25][CH:26]=3)[NH:21][CH:20]=2)=[O:18])[CH:13]=[CH:12][C:11]=1[C:30]([CH3:32])([CH3:33])[CH3:31], predict the reactants needed to synthesize it. The reactants are: C(OC([NH:8][CH2:9][C:10]1[CH:15]=[C:14]([NH:16][C:17]([C:19]2[C:28](=[O:29])[C:27]3[C:22](=[CH:23][CH:24]=[CH:25][CH:26]=3)[NH:21][CH:20]=2)=[O:18])[CH:13]=[CH:12][C:11]=1[C:30]([CH3:33])([CH3:32])[CH3:31])=O)(C)(C)C. (3) The reactants are: Cl.N[C@@H]1CC[C@H](NC(=O)C[NH:12][C:13](=[O:24])[C:14]2[CH:19]=[CH:18][CH:17]=[C:16]([C:20]([F:23])([F:22])[F:21])[CH:15]=2)CC1.C1(C2CCC(=O)CC2)C=CC=CC=1.C(O[BH-](OC(=O)C)OC(=O)C)(=O)C.[Na+].C(=O)(O)[O-].[Na+]. Given the product [F:21][C:20]([F:22])([F:23])[C:16]1[CH:15]=[C:14]([CH:19]=[CH:18][CH:17]=1)[C:13]([NH2:12])=[O:24], predict the reactants needed to synthesize it. (4) Given the product [O:21]=[C:15]1[CH:14]([N:7]2[C:6](=[O:22])[C:5]3[C:9](=[CH:10][CH:11]=[CH:12][C:4]=3[CH2:3][NH:2][C:35]([C:31]3[S:30][CH:34]=[CH:33][N:32]=3)=[O:36])[C:8]2=[O:13])[CH2:19][CH2:18][C:17](=[O:20])[NH:16]1, predict the reactants needed to synthesize it. The reactants are: Cl.[NH2:2][CH2:3][C:4]1[CH:12]=[CH:11][CH:10]=[C:9]2[C:5]=1[C:6](=[O:22])[N:7]([CH:14]1[CH2:19][CH2:18][C:17](=[O:20])[NH:16][C:15]1=[O:21])[C:8]2=[O:13].C(N(CC)CC)C.[S:30]1[CH:34]=[CH:33][N:32]=[C:31]1[C:35](Cl)=[O:36]. (5) Given the product [CH2:36]([O:35][C:33]([C:26]1([CH2:27][C:28]([O:30][CH2:31][CH3:32])=[O:29])[O:19][N:18]([CH3:17])[C:1]([C:3]2[C:4]([N:10]([S:11]([CH3:14])(=[O:13])=[O:12])[CH3:15])=[CH:5][CH:6]=[CH:7][C:8]=2[F:9])=[N:2]1)=[O:34])[CH3:37], predict the reactants needed to synthesize it. The reactants are: [C:1]([C:3]1[C:8]([F:9])=[CH:7][CH:6]=[CH:5][C:4]=1[N:10]([CH3:15])[S:11]([CH3:14])(=[O:13])=[O:12])#[N:2].Cl.[CH3:17][NH:18][OH:19].C(=O)([O-])[O-].[Na+].[Na+].[C:26]([C:33]([O:35][CH2:36][CH3:37])=[O:34])#[C:27][C:28]([O:30][CH2:31][CH3:32])=[O:29]. (6) Given the product [N:1]1[CH:6]=[CH:5][C:4]([S:7]([C:8]2[CH:13]=[CH:12][C:11]([C:14](=[O:16])[CH3:15])=[CH:10][C:9]=2[C:17]([F:18])([F:20])[F:19])(=[O:21])=[O:27])=[CH:3][CH:2]=1, predict the reactants needed to synthesize it. The reactants are: [N:1]1[CH:6]=[CH:5][C:4]([S:7][C:8]2[CH:13]=[CH:12][C:11]([C:14](=[O:16])[CH3:15])=[CH:10][C:9]=2[C:17]([F:20])([F:19])[F:18])=[CH:3][CH:2]=1.[OH:21]OS([O-])=O.[K+].[OH2:27]. (7) The reactants are: [NH:1]1[CH2:4][CH:3]([O:5][C:6]2[CH:11]=[CH:10][C:9]([N:12]3[CH2:17][CH2:16][C:15]4[N:18]=[C:19]([C:21]5[CH:26]=[CH:25][C:24]([Cl:27])=[CH:23][CH:22]=5)[S:20][C:14]=4[C:13]3=[O:28])=[CH:8][C:7]=2[O:29][CH3:30])[CH2:2]1.[F:31][C:32]([F:38])([F:37])[CH2:33][C:34](Cl)=[O:35]. Given the product [Cl:27][C:24]1[CH:23]=[CH:22][C:21]([C:19]2[S:20][C:14]3[C:13](=[O:28])[N:12]([C:9]4[CH:10]=[CH:11][C:6]([O:5][CH:3]5[CH2:4][N:1]([C:34](=[O:35])[CH2:33][C:32]([F:38])([F:37])[F:31])[CH2:2]5)=[C:7]([O:29][CH3:30])[CH:8]=4)[CH2:17][CH2:16][C:15]=3[N:18]=2)=[CH:26][CH:25]=1, predict the reactants needed to synthesize it.